This data is from Forward reaction prediction with 1.9M reactions from USPTO patents (1976-2016). The task is: Predict the product of the given reaction. Given the reactants [CH2:1]1[C:10]2[C:5](=[CH:6][C:7]([N:11]3[C:19]4[CH:18]=[CH:17][CH:16]=[CH:15][C:14]=4[C:13]4[CH2:20][N:21]5[CH2:26][CH2:25][CH:24]([C:12]3=4)[CH2:23][CH2:22]5)=[CH:8][CH:9]=2)[CH2:4][CH2:3][NH:2]1.C=O.[C:29](O[BH-](OC(=O)C)OC(=O)C)(=O)C.[Na+], predict the reaction product. The product is: [CH3:29][N:2]1[CH2:3][CH2:4][C:5]2[C:10](=[CH:9][CH:8]=[C:7]([N:11]3[C:19]4[CH:18]=[CH:17][CH:16]=[CH:15][C:14]=4[C:13]4[CH2:20][N:21]5[CH2:22][CH2:23][CH:24]([C:12]3=4)[CH2:25][CH2:26]5)[CH:6]=2)[CH2:1]1.